Predict the product of the given reaction. From a dataset of Forward reaction prediction with 1.9M reactions from USPTO patents (1976-2016). Given the reactants C(SCC1[C:19]2[C:14](=[CH:15][CH:16]=[C:17](C3C=CC=CC=3OC)[CH:18]=2)[NH:13]C(C)(C)C=1)C1C=CC=CC=1.Br[CH2:31][C:32]1[C:41]2[C:36](=[CH:37][CH:38]=[C:39]([C:42]3[CH:47]=[CH:46][CH:45]=[CH:44][C:43]=3[O:48][CH3:49])[CH:40]=2)[NH:35][C:34]([CH3:51])([CH3:50])[CH:33]=1.C(=O)([O-])[O-].[K+].[K+].C(S)C1C=CC=CC=1, predict the reaction product. The product is: [CH3:49][O:48][C:43]1[CH:44]=[CH:45][CH:46]=[CH:47][C:42]=1[C:39]1[CH:40]=[C:41]2[C:36](=[CH:37][CH:38]=1)[NH:35][C:34]([CH3:51])([CH3:50])[CH:33]=[C:32]2[CH2:31][NH:13][C:14]1[CH:19]=[CH:18][CH:17]=[CH:16][CH:15]=1.